Dataset: Full USPTO retrosynthesis dataset with 1.9M reactions from patents (1976-2016). Task: Predict the reactants needed to synthesize the given product. (1) The reactants are: [CH:1]([C:3]1[CH:18]=[CH:17][C:6]([O:7][C:8]2[CH:16]=[CH:15][C:11]([C:12]([NH2:14])=[O:13])=[CH:10][N:9]=2)=[C:5]([O:19][CH3:20])[CH:4]=1)=O.[F:21][C:22]1[CH:30]=[CH:29][CH:28]=[CH:27][C:23]=1[CH2:24][CH2:25][NH2:26]. Given the product [F:21][C:22]1[CH:30]=[CH:29][CH:28]=[CH:27][C:23]=1[CH2:24][CH2:25][NH:26][CH2:1][C:3]1[CH:18]=[CH:17][C:6]([O:7][C:8]2[CH:16]=[CH:15][C:11]([C:12]([NH2:14])=[O:13])=[CH:10][N:9]=2)=[C:5]([O:19][CH3:20])[CH:4]=1, predict the reactants needed to synthesize it. (2) The reactants are: C[O:2][CH:3](OC)[CH2:4][NH:5][C:6](=[O:20])[CH2:7][CH2:8][CH2:9][CH2:10][C@H:11]1[C@@H:19]2[C@@H:14]([NH:15][C:16]([NH:18]2)=[O:17])[CH2:13][S:12]1.Cl. Given the product [O:2]=[CH:3][CH2:4][NH:5][C:6](=[O:20])[CH2:7][CH2:8][CH2:9][CH2:10][C@H:11]1[C@@H:19]2[C@@H:14]([NH:15][C:16]([NH:18]2)=[O:17])[CH2:13][S:12]1, predict the reactants needed to synthesize it. (3) Given the product [Cl:17][C:14]1[CH:15]=[CH:16][C:11]([C:8]2[N:6]3[CH:7]=[C:2]([C:29]4[N:25]([C:22]5[CH:23]=[CH:24][C:19]([F:18])=[CH:20][CH:21]=5)[N:26]=[CH:27][CH:28]=4)[CH:3]=[CH:4][C:5]3=[N:10][CH:9]=2)=[CH:12][CH:13]=1, predict the reactants needed to synthesize it. The reactants are: Br[C:2]1[CH:3]=[CH:4][C:5]2[N:6]([C:8]([C:11]3[CH:16]=[CH:15][C:14]([Cl:17])=[CH:13][CH:12]=3)=[CH:9][N:10]=2)[CH:7]=1.[F:18][C:19]1[CH:24]=[CH:23][C:22]([N:25]2[C:29](B3OC(C)(C)C(C)(C)O3)=[CH:28][CH:27]=[N:26]2)=[CH:21][CH:20]=1. (4) The reactants are: CN(C=O)C.C([O-])(O)=O.[Na+].[Cl:11][C:12]1[CH:13]=[CH:14][C:15]2[C:21](=O)[C:20](=[CH:23]N(C)C)[CH2:19][C:18](=[O:27])[N:17]([C:28]3[CH:33]=[CH:32][CH:31]=[CH:30][CH:29]=3)[C:16]=2[CH:34]=1.[NH:35]([C:39]1[CH:47]=[CH:46][C:42]([C:43]([OH:45])=[O:44])=[CH:41][CH:40]=1)[C:36]([NH2:38])=[NH:37]. Given the product [Cl:11][C:12]1[CH:13]=[CH:14][C:15]2[C:21]3[N:37]=[C:36]([NH:35][C:39]4[CH:47]=[CH:46][C:42]([C:43]([OH:45])=[O:44])=[CH:41][CH:40]=4)[N:38]=[CH:23][C:20]=3[CH2:19][C:18](=[O:27])[N:17]([C:28]3[CH:33]=[CH:32][CH:31]=[CH:30][CH:29]=3)[C:16]=2[CH:34]=1, predict the reactants needed to synthesize it.